Dataset: Full USPTO retrosynthesis dataset with 1.9M reactions from patents (1976-2016). Task: Predict the reactants needed to synthesize the given product. The reactants are: C([O:3][C:4](=[O:42])[CH2:5][C:6]1([C:15]2[CH:20]=[CH:19][C:18]([NH:21][C:22](=[O:41])[CH2:23][C:24]3[CH:40]=[CH:39][C:27]4[N:28]=[C:29]([NH:31][C:32]5[CH:37]=[CH:36][CH:35]=[CH:34][C:33]=5[CH3:38])[O:30][C:26]=4[CH:25]=3)=[CH:17][CH:16]=2)[CH2:14][C:13]2[C:8](=[CH:9][CH:10]=[CH:11][CH:12]=2)[CH2:7]1)C.[OH-].[Na+]. Given the product [C:33]1([CH3:38])[CH:34]=[CH:35][CH:36]=[CH:37][C:32]=1[NH:31][C:29]1[O:30][C:26]2[CH:25]=[C:24]([CH2:23][C:22]([NH:21][C:18]3[CH:19]=[CH:20][C:15]([C:6]4([CH2:5][C:4]([OH:42])=[O:3])[CH2:14][C:13]5[C:8](=[CH:9][CH:10]=[CH:11][CH:12]=5)[CH2:7]4)=[CH:16][CH:17]=3)=[O:41])[CH:40]=[CH:39][C:27]=2[N:28]=1, predict the reactants needed to synthesize it.